From a dataset of Reaction yield outcomes from USPTO patents with 853,638 reactions. Predict the reaction yield, written as a fraction of the theoretical maximum amount of product (1.0 means a 100% yield; for example, 0.34 means a 34% yield). (1) The product is [Cl:1][C:2]1[CH:7]=[CH:6][CH:5]=[CH:4][C:3]=1[CH2:8][CH2:9][N:10]1[C:15](=[O:16])[C:14]([OH:17])=[C:13]([C:18]([OH:20])=[O:19])[N:12]=[C:11]1[C:22]1[S:23][CH:24]=[CH:25][CH:26]=1. The reactants are [Cl:1][C:2]1[CH:7]=[CH:6][CH:5]=[CH:4][C:3]=1[CH2:8][CH2:9][N:10]1[C:15](=[O:16])[C:14]([OH:17])=[C:13]([C:18]([O:20]C)=[O:19])[N:12]=[C:11]1[C:22]1[S:23][CH:24]=[CH:25][CH:26]=1.[OH-].[Li+]. The yield is 0.800. The catalyst is C1COCC1.O. (2) The reactants are Br[C:2]1[CH:7]=[CH:6][C:5]([OH:8])=[C:4]([Cl:9])[CH:3]=1.[Li]CCCC.[B:15](OC(C)C)([O:20]C(C)C)[O:16]C(C)C.C(=O)=O.CC(C)=O. No catalyst specified. The product is [Cl:9][C:4]1[CH:3]=[C:2]([B:15]([OH:20])[OH:16])[CH:7]=[CH:6][C:5]=1[OH:8]. The yield is 0.270.